From a dataset of Peptide-MHC class II binding affinity with 134,281 pairs from IEDB. Regression. Given a peptide amino acid sequence and an MHC pseudo amino acid sequence, predict their binding affinity value. This is MHC class II binding data. (1) The peptide sequence is LIGPTPVNIIGRNLLTQIGC. The MHC is H-2-IAd with pseudo-sequence H-2-IAd. The binding affinity (normalized) is 0.484. (2) The peptide sequence is SVKFPGGGQIVGGVY. The MHC is HLA-DQA10501-DQB10301 with pseudo-sequence HLA-DQA10501-DQB10301. The binding affinity (normalized) is 0.791. (3) The peptide sequence is AWASACGGTGKNTIV. The MHC is DRB1_1201 with pseudo-sequence DRB1_1201. The binding affinity (normalized) is 0.0676. (4) The peptide sequence is QWHKEGSSIGKLFTQHHHHHH. The MHC is DRB1_0801 with pseudo-sequence DRB1_0801. The binding affinity (normalized) is 0.566. (5) The peptide sequence is SLRLSCAASGFTFSS. The MHC is DRB1_0901 with pseudo-sequence DRB1_0901. The binding affinity (normalized) is 0.485. (6) The peptide sequence is GELNIVDKIDAAFKI. The MHC is DRB3_0101 with pseudo-sequence DRB3_0101. The binding affinity (normalized) is 0.622. (7) The peptide sequence is CDEFINVPEWSYIVEKA. The MHC is HLA-DPA10301-DPB10402 with pseudo-sequence HLA-DPA10301-DPB10402. The binding affinity (normalized) is 0.185. (8) The binding affinity (normalized) is 0.514. The MHC is DRB3_0202 with pseudo-sequence DRB3_0202. The peptide sequence is ARANESATILMTATP. (9) The peptide sequence is KDKWIELKESWGAIWRIDTP. The MHC is DRB1_0401 with pseudo-sequence DRB1_0401. The binding affinity (normalized) is 0.545.